This data is from Forward reaction prediction with 1.9M reactions from USPTO patents (1976-2016). The task is: Predict the product of the given reaction. (1) Given the reactants Cl.Cl.[NH2:3][C:4]1[N:9]=[CH:8][N:7]=[C:6]2[N:10]([CH:16]([C:18]3[C:19]([O:31][CH3:32])=[C:20]([CH:27]4[CH2:30][NH:29][CH2:28]4)[C:21]([CH3:26])=[C:22]([CH:25]=3)[C:23]#[N:24])[CH3:17])[N:11]=[C:12]([CH:13]([F:15])[F:14])[C:5]=12.[C:33](Cl)(=[O:35])[CH3:34].C(N(CC)CC)C, predict the reaction product. The product is: [C:33]([N:29]1[CH2:30][CH:27]([C:20]2[C:21]([CH3:26])=[C:22]([CH:25]=[C:18]([CH:16]([N:10]3[C:6]4=[N:7][CH:8]=[N:9][C:4]([NH2:3])=[C:5]4[C:12]([CH:13]([F:14])[F:15])=[N:11]3)[CH3:17])[C:19]=2[O:31][CH3:32])[C:23]#[N:24])[CH2:28]1)(=[O:35])[CH3:34]. (2) Given the reactants F[P-](F)(F)(F)(F)F.N1(OC(N(C)C)=[N+](C)C)C2N=CC=CC=2N=N1.[C:25]([O:29][C:30]([NH:32][C:33]1([C:48]([OH:50])=O)[CH2:38][CH2:37][N:36]([C:39]2[C:40]3[CH:47]=[CH:46][NH:45][C:41]=3[N:42]=[CH:43][N:44]=2)[CH2:35][CH2:34]1)=[O:31])([CH3:28])([CH3:27])[CH3:26].[Cl:51][C:52]1[CH:57]=[CH:56][C:55]([CH:58]([NH2:84])[CH2:59][C:60]2[N:61]([C:65]([C:78]3[CH:83]=[CH:82][CH:81]=[CH:80][CH:79]=3)([C:72]3[CH:77]=[CH:76][CH:75]=[CH:74][CH:73]=3)[C:66]3[CH:71]=[CH:70][CH:69]=[CH:68][CH:67]=3)[CH:62]=[CH:63][N:64]=2)=[CH:54][CH:53]=1.C(N(C(C)C)C(C)C)C, predict the reaction product. The product is: [Cl:51][C:52]1[CH:57]=[CH:56][C:55]([CH:58]([NH:84][C:48]([C:33]2([NH:32][C:30](=[O:31])[O:29][C:25]([CH3:26])([CH3:28])[CH3:27])[CH2:38][CH2:37][N:36]([C:39]3[C:40]4[CH:47]=[CH:46][NH:45][C:41]=4[N:42]=[CH:43][N:44]=3)[CH2:35][CH2:34]2)=[O:50])[CH2:59][C:60]2[N:61]([C:65]([C:78]3[CH:79]=[CH:80][CH:81]=[CH:82][CH:83]=3)([C:72]3[CH:73]=[CH:74][CH:75]=[CH:76][CH:77]=3)[C:66]3[CH:71]=[CH:70][CH:69]=[CH:68][CH:67]=3)[CH:62]=[CH:63][N:64]=2)=[CH:54][CH:53]=1. (3) Given the reactants Br[C:2]1[CH:14]=[CH:13][C:12]2[C:11]3[C:6](=[CH:7][C:8]([Br:15])=[CH:9][CH:10]=3)[C:5](=[O:16])[C:4]=2[CH:3]=1.[C:17]([Cu])#[N:18].CN(C)C=O, predict the reaction product. The product is: [Br:15][C:8]1[CH:7]=[C:6]2[C:11]([C:12]3[CH:13]=[CH:14][C:2]([C:17]#[N:18])=[CH:3][C:4]=3[C:5]2=[O:16])=[CH:10][CH:9]=1. (4) Given the reactants [CH3:1][O:2][C:3]1[CH:17]=[CH:16][C:6]2[C:7]3([CH3:15])[CH2:12][CH2:11][NH:10][C:9](=O)[CH:8]3[O:14][C:5]=2[CH:4]=1.[AlH4-].[Li+].Cl.[OH-].[Na+], predict the reaction product. The product is: [CH3:1][O:2][C:3]1[CH:17]=[CH:16][C:6]2[C:7]3([CH3:15])[CH2:12][CH2:11][N:10]=[CH:9][CH:8]3[O:14][C:5]=2[CH:4]=1.